From a dataset of Full USPTO retrosynthesis dataset with 1.9M reactions from patents (1976-2016). Predict the reactants needed to synthesize the given product. (1) Given the product [CH2:2]([N:7]1[C:15](=[O:16])[C:14]2[C:18](=[CH:19][CH:20]=[CH:21][CH:13]=2)[C:8]2[CH:9]=[C:3]([C:2]([F:10])([F:11])[F:1])[CH:4]=[CH:5][C:6]1=2)[CH2:3][CH2:4][CH3:5], predict the reactants needed to synthesize it. The reactants are: [F:1][C:2]([F:11])([F:10])[C:3]1[CH:9]=[CH:8][C:6]([NH2:7])=[CH:5][CH:4]=1.Br[C:13]1[CH:21]=[CH:20][CH:19]=[CH:18][C:14]=1[C:15](Cl)=[O:16]. (2) Given the product [CH3:45][O:46][C:47]([NH:49][C@H:50]([C:54]([N:6]1[CH:7]([C:9]([O:11][CH2:12][CH3:13])=[O:10])[CH2:8][C:4]2([CH2:3][N:2]([C:14]([O:16][C:17]([CH3:19])([CH3:18])[CH3:20])=[O:15])[CH2:1]2)[CH2:5]1)=[O:55])[CH:51]([CH3:52])[CH3:53])=[O:48], predict the reactants needed to synthesize it. The reactants are: [CH2:1]1[C:4]2([CH2:8][CH:7]([C:9]([O:11][CH2:12][CH3:13])=[O:10])[NH:6][CH2:5]2)[CH2:3][N:2]1[C:14]([O:16][C:17]([CH3:20])([CH3:19])[CH3:18])=[O:15].CN(C(ON1N=NC2C=CC=NC1=2)=[N+](C)C)C.F[P-](F)(F)(F)(F)F.[CH3:45][O:46][C:47]([NH:49][C@H:50]([C:54](O)=[O:55])[CH:51]([CH3:53])[CH3:52])=[O:48].CCN(C(C)C)C(C)C. (3) Given the product [BrH:29].[NH2:27][C:28]1[NH:10][C:9]2[CH:8]=[CH:7][C:6]([C:13]([N:15]3[CH2:20][CH2:19][N:18]([CH2:21][CH:22]4[CH2:26][CH2:25][CH2:24][O:23]4)[CH2:17][CH2:16]3)=[O:14])=[CH:5][C:4]=2[N:1]=1, predict the reactants needed to synthesize it. The reactants are: [N+:1]([C:4]1[CH:5]=[C:6]([C:13]([N:15]2[CH2:20][CH2:19][N:18]([CH2:21][CH:22]3[CH2:26][CH2:25][CH2:24][O:23]3)[CH2:17][CH2:16]2)=[O:14])[CH:7]=[CH:8][C:9]=1[N+:10]([O-])=O)([O-])=O.[N:27]#[C:28][Br:29]. (4) Given the product [CH:28]1([C:34]([N:8]2[C:9]3[C:4](=[CH:3][C:2]([F:1])=[CH:11][CH:10]=3)[C@H:5]([NH:13][C:14]3[CH:19]=[CH:18][C:17]([F:20])=[CH:16][CH:15]=3)[CH2:6][C@@H:7]2[CH3:12])=[O:35])[CH2:33][CH2:32][CH2:31][CH2:30][CH2:29]1, predict the reactants needed to synthesize it. The reactants are: [F:1][C:2]1[CH:3]=[C:4]2[C:9](=[CH:10][CH:11]=1)[NH:8][C@@H:7]([CH3:12])[CH2:6][C@H:5]2[NH:13][C:14]1[CH:19]=[CH:18][C:17]([F:20])=[CH:16][CH:15]=1.C(N(CC)CC)C.[CH:28]1([C:34](Cl)=[O:35])[CH2:33][CH2:32][CH2:31][CH2:30][CH2:29]1.[Cl-].[NH4+]. (5) Given the product [CH2:18]([O:22][C:23](=[O:25])[NH:24][C:15]([CH:13]1[C:12]2[CH:11]=[CH:10][CH:9]=[CH:8][C:7]=2[S:6][C:5]2[C:14]1=[CH:1][CH:2]=[CH:3][CH:4]=2)=[O:16])[CH2:19][CH2:20][CH3:21], predict the reactants needed to synthesize it. The reactants are: [CH:1]1[C:14]2[CH:13]([C:15](Cl)=[O:16])[C:12]3[C:7](=[CH:8][CH:9]=[CH:10][CH:11]=3)[S:6][C:5]=2[CH:4]=[CH:3][CH:2]=1.[CH2:18]([O:22][C:23](=[O:25])[NH2:24])[CH2:19][CH2:20][CH3:21].